From a dataset of Full USPTO retrosynthesis dataset with 1.9M reactions from patents (1976-2016). Predict the reactants needed to synthesize the given product. (1) Given the product [Br:1][C:2]1[CH:3]=[C:4]2[C:8](=[CH:9][CH:10]=1)[C:7]([NH:12][C:21]([C:18]1([NH:17][C:15](=[O:16])[C:14]([F:13])([F:24])[F:25])[CH2:19][CH2:20]1)=[O:22])([CH3:11])[CH2:6][CH2:5]2, predict the reactants needed to synthesize it. The reactants are: [Br:1][C:2]1[CH:3]=[C:4]2[C:8](=[CH:9][CH:10]=1)[C:7]([NH2:12])([CH3:11])[CH2:6][CH2:5]2.[F:13][C:14]([F:25])([F:24])[C:15]([NH:17][C:18]1([C:21](O)=[O:22])[CH2:20][CH2:19]1)=[O:16]. (2) Given the product [CH:1]([C:4]1[CH:9]=[CH:8][CH:7]=[CH:6][N+:5]=1[O-:18])([CH3:3])[CH3:2], predict the reactants needed to synthesize it. The reactants are: [CH:1]([C:4]1[CH:9]=[CH:8][CH:7]=[CH:6][N:5]=1)([CH3:3])[CH3:2].C1C=C(Cl)C=C(C(OO)=[O:18])C=1.